Dataset: Merck oncology drug combination screen with 23,052 pairs across 39 cell lines. Task: Regression. Given two drug SMILES strings and cell line genomic features, predict the synergy score measuring deviation from expected non-interaction effect. (1) Drug 1: O=C(CCCCCCC(=O)Nc1ccccc1)NO. Drug 2: CCC1(O)C(=O)OCc2c1cc1n(c2=O)Cc2cc3c(CN(C)C)c(O)ccc3nc2-1. Cell line: NCIH2122. Synergy scores: synergy=23.0. (2) Drug 1: N#Cc1ccc(Cn2cncc2CN2CCN(c3cccc(Cl)c3)C(=O)C2)cc1. Drug 2: CS(=O)(=O)CCNCc1ccc(-c2ccc3ncnc(Nc4ccc(OCc5cccc(F)c5)c(Cl)c4)c3c2)o1. Cell line: CAOV3. Synergy scores: synergy=39.6.